This data is from Catalyst prediction with 721,799 reactions and 888 catalyst types from USPTO. The task is: Predict which catalyst facilitates the given reaction. Reactant: [O:1]=[CH:2][C@@H:3]([C@H:5]([C@H:7]([C@@H:9]([CH3:11])[OH:10])[OH:8])[OH:6])[OH:4]. Product: [CH2:2]([OH:1])[C@@H:3]([C@H:5]([C@H:7]([C@@H:9]([CH3:11])[OH:10])[OH:8])[OH:6])[OH:4]. The catalyst class is: 181.